From a dataset of Reaction yield outcomes from USPTO patents with 853,638 reactions. Predict the reaction yield, written as a fraction of the theoretical maximum amount of product (1.0 means a 100% yield; for example, 0.34 means a 34% yield). (1) The reactants are Br[C:2]1[C:3]([NH2:11])=[N:4][CH:5]=[C:6]([N+:8]([O-:10])=[O:9])[CH:7]=1.[C:12]([C:14]1[CH:19]=[CH:18][CH:17]=[CH:16][CH:15]=1)#[CH:13]. The catalyst is [Cu]I.Cl[Pd](Cl)([P](C1C=CC=CC=1)(C1C=CC=CC=1)C1C=CC=CC=1)[P](C1C=CC=CC=1)(C1C=CC=CC=1)C1C=CC=CC=1. The product is [N+:8]([C:6]1[CH:7]=[C:2]([C:13]#[C:12][C:14]2[CH:19]=[CH:18][CH:17]=[CH:16][CH:15]=2)[C:3]([NH2:11])=[N:4][CH:5]=1)([O-:10])=[O:9]. The yield is 0.500. (2) The reactants are [NH2:1][C:2]1[C:11]2[C:6](=[C:7](I)[C:8]([O:12][CH3:13])=[CH:9][CH:10]=2)[N:5]=[N:4][C:3]=1[C:15]([NH:17][CH2:18][CH2:19][CH3:20])=[O:16].[C:21]1(B(O)O)[CH:26]=[CH:25][CH:24]=[CH:23][CH:22]=1. No catalyst specified. The product is [NH2:1][C:2]1[C:11]2[C:6](=[C:7]([C:21]3[CH:26]=[CH:25][CH:24]=[CH:23][CH:22]=3)[C:8]([O:12][CH3:13])=[CH:9][CH:10]=2)[N:5]=[N:4][C:3]=1[C:15]([NH:17][CH2:18][CH2:19][CH3:20])=[O:16]. The yield is 0.520. (3) The reactants are [CH3:1][CH:2]1[C:8](=[O:9])[NH:7][C:6]2[CH:10]=[CH:11][CH:12]=[CH:13][C:5]=2[C:4]([C:14]2[CH:19]=[CH:18][CH:17]=[CH:16][CH:15]=2)=[N:3]1.[Br:20]Br. The catalyst is C(O)(=O)C.S(=O)(=O)(O)O. The product is [Br:20][C:12]1[CH:11]=[CH:10][C:6]2[NH:7][C:8](=[O:9])[CH:2]([CH3:1])[N:3]=[C:4]([C:14]3[CH:19]=[CH:18][CH:17]=[CH:16][CH:15]=3)[C:5]=2[CH:13]=1. The yield is 0.790. (4) The reactants are [F:1][C:2]1[CH:7]=[CH:6][C:5]([O:8][C:9](=[O:32])[N:10]([C@H:12]2[C@H:16]([C:17]3[CH:22]=[CH:21][C:20]([Cl:23])=[CH:19][CH:18]=3)[CH2:15][N:14]([C:24]([CH:26]3[CH2:31][CH2:30][NH:29][CH2:28][CH2:27]3)=[O:25])[CH2:13]2)[CH3:11])=[CH:4][CH:3]=1.Cl[C:34]1[N:39]=[N:38][C:37]([C:40]#[N:41])=[CH:36][CH:35]=1.C(N(CC)C(C)C)(C)C. The catalyst is CN(C=O)C.C(OCC)(=O)C. The product is [F:1][C:2]1[CH:7]=[CH:6][C:5]([O:8][C:9](=[O:32])[N:10]([C@H:12]2[C@H:16]([C:17]3[CH:22]=[CH:21][C:20]([Cl:23])=[CH:19][CH:18]=3)[CH2:15][N:14]([C:24]([CH:26]3[CH2:31][CH2:30][N:29]([C:34]4[N:39]=[N:38][C:37]([C:40]#[N:41])=[CH:36][CH:35]=4)[CH2:28][CH2:27]3)=[O:25])[CH2:13]2)[CH3:11])=[CH:4][CH:3]=1. The yield is 0.730. (5) The reactants are [OH:1][C@@H:2]1[C:10]2[C:5](=[CH:6][CH:7]=[CH:8][CH:9]=2)[CH2:4][C@@:3]1([CH2:20][C:21]1[CH:29]=[CH:28][C:24]([C:25]([OH:27])=O)=[CH:23][CH:22]=1)[C:11]1[CH2:12][C:13]2[C:18]([CH:19]=1)=[CH:17][CH:16]=[CH:15][CH:14]=2.CCN(CC)CC.[NH2:37][CH2:38][CH2:39][OH:40].C(P1(=O)OP(CCC)(=O)OP(CCC)(=O)O1)CC. The catalyst is C(Cl)Cl. The product is [OH:1][C@@H:2]1[C:10]2[C:5](=[CH:6][CH:7]=[CH:8][CH:9]=2)[CH2:4][C@@:3]1([CH2:20][C:21]1[CH:29]=[CH:28][C:24]([C:25]([NH:37][CH2:38][CH2:39][OH:40])=[O:27])=[CH:23][CH:22]=1)[C:11]1[CH2:12][C:13]2[C:18]([CH:19]=1)=[CH:17][CH:16]=[CH:15][CH:14]=2. The yield is 0.680.